This data is from Experimentally validated miRNA-target interactions with 360,000+ pairs, plus equal number of negative samples. The task is: Binary Classification. Given a miRNA mature sequence and a target amino acid sequence, predict their likelihood of interaction. (1) The miRNA is gga-miR-16-5p with sequence UAGCAGCACGUAAAUAUUGGUG. The protein sequence of the target gene is MEASLGIQMDEPMAFSPQRDRFQAEGSLKKNEQNFKLAGVKKDIEKLYEAVPQLSNVFKIEDKIGEGTFSSVYLATAQLQVGPEEKIALKHLIPTSHPIRIAAELQCLTVAGGQDNVMGVKYCFRKNDHVVIAMPYLEHESFLDILNSLSFQEVREYMLNLFKALKRIHQFGIVHRDVKPSNFLYNRRLKKYALVDFGLAQGTHDTKIELLKFVQSEAQQERCSQNKSHIITGNKIPLSGPVPKELDQQSTTKASVKRPYTNAQIQIKQGKDGKEGSVGLSVQRSVFGERNFNIHSSISH.... Result: 0 (no interaction). (2) The miRNA is hsa-miR-4717-3p with sequence ACACAUGGGUGGCUGUGGCCU. The protein sequence of the target gene is MSNELDFRSVRLLKNDPVSFQKFPYSNEDEAWKTYLENPLTAATKAMMRVNGDEESVAALSFLYDYYMGPKEKRILSSSTGGRNDQGKKFYHSMDYEPDLAPLESPTHLMKFLTENVSGSPDYTDQLKKNNLLGLEGVLPTPGKTNTVPPGPSKLEASSMDSYLLPASDIYDNGSLNSLFESIHGVPPTQRWQPDSTFKDDPQESLLFPDILKTSPDPPCPEDYPGLKSDFEYTLGSPKAIHIKAGESPMAYLNKGQFYPVTLRTPAGGKGLALSSSKVKSVVMVVFDNDKVPVEQLRFW.... Result: 0 (no interaction). (3) The miRNA is xtr-miR-9-5p with sequence UCUUUGGUUAUCUAGCUGUAUG. The protein sequence of the target gene is MADSAQAQKLVYLVTGGCGFLGEHVVRMLLQREPRLGELRVFDQHLGPWLEELKTGPVRVTAIQGDVTQAHEVAAAVAGAHVVIHTAGLVDVFGRASPKTIHEVNVQGTRNVIEACVQTGTRFLVYTSSMEVVGPNTKGHPFYRGNEDTPYEAVHRHPYPCSKALAEWLVLEANGRKVRGGLPLVTCALRPTGIYGEGHQIMRDFYRQGLRLGGWLFRAIPASVEHGRVYVGNVAWMHVLAARELEQRATLMGGQVYFCYDGSPYRSYEDFNMEFLGPCGLRLVGARPLLPYWLLVFLAA.... Result: 0 (no interaction). (4) The protein sequence of the target gene is MLWPRLAAAEWAALAWELLGASVLLIAVRWLVRRLGPRPGGLGRSGTPVPPPSAAAAPASGEMTMDALLARLKLLNPDDLREEIVKAGLKCGPITSTTRFIFEKKLAQALLEQGGRLSSFYHHEAGVTALSQDPQRILKPAEGNPTDQAGFSEDRDFGYSVGLNPPEEEAVTSKTCSVPPSDTDTYRAGATASKEPPLYYGVCPVYEDVPARNERIYVYENKKEALQAVKMIKGSRFKAFSTREDAEKFARGICDYFPSPSKTSLPLSPVKTAPLFSNDRLKDGLCLSESETVNKERANS.... The miRNA is hsa-miR-8085 with sequence UGGGAGAGAGGACUGUGAGGC. Result: 0 (no interaction). (5) The miRNA is hsa-miR-8058 with sequence CUGGACUUUGAUCUUGCCAUAA. The protein sequence of the target gene is MVSKDTGKCILTTSESEVEPAACLALEMKYALDPNRQIKKRNKALQVRFKDICEAQNEQRDTQLSSGQLGEKREAKPVSCRAAYRKYMTVPARRSIPNVTKSTGVQTSPDLKKCYQTFPLDRKKGNLKSLPAADPFKSQNNGFLTDAKEKNEAGPMEEARPCGAGRVHKTTALVFHSNQHMNTVDQPLGVNCTEPCKSPEPLSYGEAALQNSTRPPSEEPDYQLLGRAKQDRGRPNSEEPAPPALRRVFKTEVATVYAPALSARAPEPGLSDSAAASQWSLCPADDERRRATHLNGLQAP.... Result: 0 (no interaction). (6) The miRNA is hsa-miR-3152-3p with sequence UGUGUUAGAAUAGGGGCAAUAA. The protein sequence of the target gene is MSGIGNKRAAGEPGTSMPPEKKTAVEDSGTTVETIKLGGVSSTEELDIRTLQSKNRKLAEMLDQRQAIEDELREHIEKLERRQATDDASLLIVNRYWSQFDENIRIILKRYDLDQGLGDLLTERKALVVPEPEPDSDSNQERKDDRERGDGQEPAFSFLATLASSSSEEMESQLQERVESSRRAVSQIVTVYDKLQEKVDLLSRKLNSGDNLIVEEAVQELNSFLAQENVRLQELTDLLQEKHHTMSQEFCKLQGKVETAESRVSVLESMIDDLQWDIDKIRKREQRLNRHLAEVLERVN.... Result: 0 (no interaction). (7) The miRNA is hsa-miR-6796-3p with sequence GAAGCUCUCCCCUCCCCGCAG. The protein sequence of the target gene is MKVVPEKNAVRILWGRERGARAMGAQRLLQELVEDKTRWMKWEGKRVELPDSPRSTFLLAFSPDRTLLASTHVNHNIYITEVKTGKCVHSLIGHRRTPWCVTFHPTISGLIASGCLDGEVRIWDLHGGSESWFTDSNNAIASLAFHPTAQLLLIATANEIHFWDWSRREPFAVVKTASEMERVRLVRFDPLGHYLLTAIVNPSNQQGDDEPEIPIDGTELSHYRQRALLQSQPVRRTPLLHNFLHMLSSRSSGIQVGEQSTVQDSATPSPPPPPPQPSTERPRTSAYIRLRQRVSYPTAE.... Result: 1 (interaction). (8) The miRNA is hsa-miR-6849-3p with sequence ACCAGCCUGUGUCCACCUCCAG. The protein sequence of the target gene is MNGTRNWCTLVDVHPEDQAAGSVDILRLTLQGELTGDELEHIAQKAGRKTYAMVSSHSAGHSLASELVESHDGHEEIIKVYLKGRSGDKMIHEKNINQLKSEVQYIQEARNCLQKLREDISSKLDRNLGDSLHRQEIQVVLEKPNGFSQSPTALYSSPPEVDTCINEDVESLRKTVQDLLAKLQEAKRQHQSDCVAFEVTLSRYQREAEQSNVALQREEDRVEQKEAEVGELQRRLLGMETEHQALLAKVREGEVALEELRSNNADCQAEREKAATLEKEVAGLREKIHHLDDMLKSQQR.... Result: 1 (interaction). (9) The miRNA is mmu-miR-324-3p with sequence CCACUGCCCCAGGUGCUGCU. The protein sequence of the target gene is MAEKFESLMNIHGFDLGSRYMDLKPLGCGGNGLVFSAVDNDCDKRVAIKKIVLTDPQSVKHALREIKIIRRLDHDNIVKVFEILGPSGSQLTDDVGSLTELNSVYIVQEYMETDLANVLEQGPLLEEHARLFMYQLLRGLKYIHSANVLHRDLKPANLFINTEDLVLKIGDFGLARIMDPHYSHKGHLSEGLVTKWYRSPRLLLSPNNYTKAIDMWAAGCIFAEMLTGKTLFAGAHELEQMQLILDSIPVVHEEDRQELLSVIPVYIRNDMTEPHRPLTQLLPGISREALDFLEQILTFS.... Result: 1 (interaction).